This data is from Reaction yield outcomes from USPTO patents with 853,638 reactions. The task is: Predict the reaction yield, written as a fraction of the theoretical maximum amount of product (1.0 means a 100% yield; for example, 0.34 means a 34% yield). The reactants are [CH2:1]([NH:8][C:9]1[C:10]2[S:18][CH:17]=[C:16]([C:19]#[CH:20])[C:11]=2[N:12]=[C:13](Cl)[N:14]=1)[C:2]1[CH:7]=[CH:6][CH:5]=[CH:4][CH:3]=1.[NH2:21][CH2:22][C@@H:23]([OH:25])[CH3:24].C(OCC)(=O)C. The catalyst is O1CCOCC1. The product is [CH2:1]([NH:8][C:9]1[C:10]2[S:18][CH:17]=[C:16]([C:19]#[CH:20])[C:11]=2[N:12]=[C:13]([NH:21][CH2:22][C@@H:23]([OH:25])[CH3:24])[N:14]=1)[C:2]1[CH:7]=[CH:6][CH:5]=[CH:4][CH:3]=1. The yield is 0.500.